This data is from NCI-60 drug combinations with 297,098 pairs across 59 cell lines. The task is: Regression. Given two drug SMILES strings and cell line genomic features, predict the synergy score measuring deviation from expected non-interaction effect. (1) Drug 1: CCC1(CC2CC(C3=C(CCN(C2)C1)C4=CC=CC=C4N3)(C5=C(C=C6C(=C5)C78CCN9C7C(C=CC9)(C(C(C8N6C=O)(C(=O)OC)O)OC(=O)C)CC)OC)C(=O)OC)O.OS(=O)(=O)O. Drug 2: CC1=C(C=C(C=C1)NC(=O)C2=CC=C(C=C2)CN3CCN(CC3)C)NC4=NC=CC(=N4)C5=CN=CC=C5. Cell line: NCI-H322M. Synergy scores: CSS=6.19, Synergy_ZIP=0.103, Synergy_Bliss=4.60, Synergy_Loewe=3.76, Synergy_HSA=4.42. (2) Synergy scores: CSS=27.6, Synergy_ZIP=-0.542, Synergy_Bliss=-0.412, Synergy_Loewe=-18.4, Synergy_HSA=-1.66. Drug 2: C1CN(P(=O)(OC1)NCCCl)CCCl. Cell line: HOP-62. Drug 1: C1=NC2=C(N=C(N=C2N1C3C(C(C(O3)CO)O)O)F)N. (3) Drug 1: C1=NC2=C(N1)C(=S)N=CN2. Drug 2: C1CNP(=O)(OC1)N(CCCl)CCCl. Cell line: HS 578T. Synergy scores: CSS=40.0, Synergy_ZIP=-5.01, Synergy_Bliss=-1.04, Synergy_Loewe=-50.1, Synergy_HSA=0.0864. (4) Drug 1: CC1=C(C=C(C=C1)C(=O)NC2=CC(=CC(=C2)C(F)(F)F)N3C=C(N=C3)C)NC4=NC=CC(=N4)C5=CN=CC=C5. Drug 2: CC1CCC2CC(C(=CC=CC=CC(CC(C(=O)C(C(C(=CC(C(=O)CC(OC(=O)C3CCCCN3C(=O)C(=O)C1(O2)O)C(C)CC4CCC(C(C4)OC)O)C)C)O)OC)C)C)C)OC. Cell line: MDA-MB-231. Synergy scores: CSS=-15.5, Synergy_ZIP=14.8, Synergy_Bliss=14.7, Synergy_Loewe=-5.50, Synergy_HSA=-6.68. (5) Drug 1: CS(=O)(=O)CCNCC1=CC=C(O1)C2=CC3=C(C=C2)N=CN=C3NC4=CC(=C(C=C4)OCC5=CC(=CC=C5)F)Cl. Cell line: SF-268. Synergy scores: CSS=11.2, Synergy_ZIP=-11.9, Synergy_Bliss=-16.0, Synergy_Loewe=-31.0, Synergy_HSA=-15.1. Drug 2: C1=NC2=C(N1)C(=S)N=CN2.